From a dataset of Full USPTO retrosynthesis dataset with 1.9M reactions from patents (1976-2016). Predict the reactants needed to synthesize the given product. (1) Given the product [CH2:20]([NH:22][C:2]1[CH:7]=[C:6]([O:8][CH2:9][CH2:10][CH2:11][N:12]([CH2:15][CH3:16])[CH2:13][CH3:14])[CH:5]=[CH:4][C:3]=1[N+:17]([O-:19])=[O:18])[CH3:21], predict the reactants needed to synthesize it. The reactants are: F[C:2]1[CH:7]=[C:6]([O:8][CH2:9][CH2:10][CH2:11][N:12]([CH2:15][CH3:16])[CH2:13][CH3:14])[CH:5]=[CH:4][C:3]=1[N+:17]([O-:19])=[O:18].[CH2:20]([NH2:22])[CH3:21]. (2) Given the product [CH2:1]([O:8][C:9]([NH:11][C:12]1([CH2:15][OH:16])[CH2:13][CH2:14]1)=[O:10])[C:2]1[CH:3]=[CH:4][CH:5]=[CH:6][CH:7]=1, predict the reactants needed to synthesize it. The reactants are: [CH2:1]([O:8][C:9]([NH:11][C:12]1([C:15](O)=[O:16])[CH2:14][CH2:13]1)=[O:10])[C:2]1[CH:7]=[CH:6][CH:5]=[CH:4][CH:3]=1.[H]1[BH2][H][BH2]1.C([O-])([O-])=O.[K+].[K+]. (3) Given the product [CH3:21][O:22][C:23]1[CH:28]=[CH:27][CH:26]=[CH:25][C:24]=1[C:2]1[N:7]=[CH:6][N:5]=[C:4]([NH:8][C:9]2[CH:10]=[C:11]([CH2:15][CH2:16][S:17]([NH2:20])(=[O:19])=[O:18])[CH:12]=[CH:13][CH:14]=2)[N:3]=1, predict the reactants needed to synthesize it. The reactants are: Cl[C:2]1[N:7]=[CH:6][N:5]=[C:4]([NH:8][C:9]2[CH:10]=[C:11]([CH2:15][CH2:16][S:17]([NH2:20])(=[O:19])=[O:18])[CH:12]=[CH:13][CH:14]=2)[N:3]=1.[CH3:21][O:22][C:23]1[CH:28]=[CH:27][CH:26]=[CH:25][C:24]=1B(O)O.[O-]P([O-])([O-])=O.[K+].[K+].[K+]. (4) Given the product [CH3:13][O:12][C:3]1[C:2]([C:21]#[C:20][C:22]2[CH:27]=[CH:26][C:25]([O:28][CH3:29])=[CH:24][CH:23]=2)=[CH:9][C:8]([O:10][CH3:11])=[CH:7][C:4]=1[C:5]#[N:6], predict the reactants needed to synthesize it. The reactants are: Br[C:2]1[C:3]([O:12][CH3:13])=[C:4]([CH:7]=[C:8]([O:10][CH3:11])[CH:9]=1)[C:5]#[N:6].C(=O)([O-])[O-].[Cs+].[Cs+].[C:20]([C:22]1[CH:27]=[CH:26][C:25]([O:28][CH3:29])=[CH:24][CH:23]=1)#[CH:21]. (5) Given the product [Br:1][C:2]1[CH:3]=[CH:4][C:5]([NH:8][CH2:9][CH2:10][O:11][C:12]2[CH:13]=[CH:14][C:15]([OH:18])=[CH:16][CH:17]=2)=[CH:6][CH:7]=1, predict the reactants needed to synthesize it. The reactants are: [Br:1][C:2]1[CH:7]=[CH:6][C:5]([NH:8][C:9](=O)[CH2:10][O:11][C:12]2[CH:17]=[CH:16][C:15]([OH:18])=[CH:14][CH:13]=2)=[CH:4][CH:3]=1.[H-].[H-].[H-].[H-].[Li+].[Al+3]. (6) Given the product [CH2:12]([O:9][CH2:8][CH:3]1[CH2:7][CH2:6][CH2:5][CH2:4]1)[C:11]#[CH:10], predict the reactants needed to synthesize it. The reactants are: [H-].[Na+].[CH:3]1([CH2:8][OH:9])[CH2:7][CH2:6][CH2:5][CH2:4]1.[CH2:10](Br)[C:11]#[CH:12].C1(C)C=CC=CC=1.[Cl-].[NH4+].